This data is from Full USPTO retrosynthesis dataset with 1.9M reactions from patents (1976-2016). The task is: Predict the reactants needed to synthesize the given product. Given the product [CH:3]1([CH:6]([O:7][CH3:29])[C:8]2[C:13]3[N:14]4[CH2:20][CH2:19][CH2:18][N:17]([C:21]5[CH:26]=[CH:25][C:24]([Cl:27])=[CH:23][C:22]=5[Cl:28])[C:15]4=[N:16][C:12]=3[CH:11]=[CH:10][CH:9]=2)[CH2:5][CH2:4]1, predict the reactants needed to synthesize it. The reactants are: [H-].[Na+].[CH:3]1([CH:6]([C:8]2[C:13]3[N:14]4[CH2:20][CH2:19][CH2:18][N:17]([C:21]5[CH:26]=[CH:25][C:24]([Cl:27])=[CH:23][C:22]=5[Cl:28])[C:15]4=[N:16][C:12]=3[CH:11]=[CH:10][CH:9]=2)[OH:7])[CH2:5][CH2:4]1.[CH3:29]I.